From a dataset of NCI-60 drug combinations with 297,098 pairs across 59 cell lines. Regression. Given two drug SMILES strings and cell line genomic features, predict the synergy score measuring deviation from expected non-interaction effect. (1) Drug 1: CC12CCC(CC1=CCC3C2CCC4(C3CC=C4C5=CN=CC=C5)C)O. Drug 2: CC(C1=C(C=CC(=C1Cl)F)Cl)OC2=C(N=CC(=C2)C3=CN(N=C3)C4CCNCC4)N. Cell line: MDA-MB-435. Synergy scores: CSS=21.5, Synergy_ZIP=-3.07, Synergy_Bliss=3.60, Synergy_Loewe=-1.38, Synergy_HSA=0.687. (2) Drug 1: CN(C)N=NC1=C(NC=N1)C(=O)N. Drug 2: C1C(C(OC1N2C=C(C(=O)NC2=O)F)CO)O. Cell line: OVCAR-4. Synergy scores: CSS=43.3, Synergy_ZIP=4.69, Synergy_Bliss=2.05, Synergy_Loewe=-46.1, Synergy_HSA=2.07. (3) Drug 1: CCCCCOC(=O)NC1=NC(=O)N(C=C1F)C2C(C(C(O2)C)O)O. Drug 2: CCN(CC)CCNC(=O)C1=C(NC(=C1C)C=C2C3=C(C=CC(=C3)F)NC2=O)C. Cell line: SNB-19. Synergy scores: CSS=-0.356, Synergy_ZIP=5.66, Synergy_Bliss=-2.32, Synergy_Loewe=-1.87, Synergy_HSA=-2.93.